Dataset: Forward reaction prediction with 1.9M reactions from USPTO patents (1976-2016). Task: Predict the product of the given reaction. (1) Given the reactants [Cl:1][C:2]1[CH:27]=[CH:26][C:5]([CH2:6][O:7][C:8]2[CH:13]=[CH:12][N:11]([C:14]3[CH:19]=[CH:18][C:17]([N+:20]([O-])=O)=[C:16]([NH:23][CH3:24])[CH:15]=3)[C:10](=[O:25])[CH:9]=2)=[CH:4][CH:3]=1, predict the reaction product. The product is: [NH2:20][C:17]1[CH:18]=[CH:19][C:14]([N:11]2[CH:12]=[CH:13][C:8]([O:7][CH2:6][C:5]3[CH:26]=[CH:27][C:2]([Cl:1])=[CH:3][CH:4]=3)=[CH:9][C:10]2=[O:25])=[CH:15][C:16]=1[NH:23][CH3:24]. (2) The product is: [C:17]([O:16][C:14]([N:5]1[CH2:6][CH2:7][C@H:8]([C:9]([OH:11])=[O:10])[C@H:3]([O:2][CH3:1])[CH2:4]1)=[O:15])([CH3:20])([CH3:19])[CH3:18]. Given the reactants [CH3:1][O:2][C:3]1[CH2:4][N:5]([C:14]([O:16][C:17]([CH3:20])([CH3:19])[CH3:18])=[O:15])[CH2:6][CH2:7][C:8]=1[C:9]([O:11]CC)=[O:10], predict the reaction product. (3) Given the reactants C[Si](C)(C)CC[O:5][C:6]1[N:11]=[CH:10][CH:9]=[CH:8][N:7]=1.CC(O[C@@H:18]1[O:22][C@H:21]([CH2:23][O:24][C:25]([C:27]2[CH:32]=[CH:31][CH:30]=[CH:29][CH:28]=2)=[O:26])[C@@H:20]([O:33][C:34]([C:36]2[CH:41]=[CH:40][CH:39]=[CH:38][CH:37]=2)=[O:35])[C@H:19]1[O:42][C:43]([C:45]1[CH:50]=[CH:49][CH:48]=[CH:47][CH:46]=1)=[O:44])=O.[Si](OS(C(F)(F)F)(=O)=O)(C)(C)C, predict the reaction product. The product is: [C:34]([O:33][C@H:20]1[C@@H:19]([O:42][C:43](=[O:44])[C:45]2[CH:50]=[CH:49][CH:48]=[CH:47][CH:46]=2)[C@H:18]([N:11]2[CH:10]=[CH:9][CH:8]=[N:7][C:6]2=[O:5])[O:22][C@@H:21]1[CH2:23][O:24][C:25](=[O:26])[C:27]1[CH:28]=[CH:29][CH:30]=[CH:31][CH:32]=1)(=[O:35])[C:36]1[CH:41]=[CH:40][CH:39]=[CH:38][CH:37]=1. (4) The product is: [N:25]1([C:15]2[CH:20]=[CH:19][C:18]([CH2:21][C:22]([OH:24])=[O:23])=[CH:17][CH:16]=2)[CH2:29][CH2:28][CH2:27][CH2:26]1. Given the reactants C1(C)C=CC=CC=1.CC(C)([O-])C.[Na+].Br[C:15]1[CH:20]=[CH:19][C:18]([CH2:21][C:22]([OH:24])=[O:23])=[CH:17][CH:16]=1.[NH:25]1[CH2:29][CH2:28][CH2:27][CH2:26]1, predict the reaction product.